Dataset: Catalyst prediction with 721,799 reactions and 888 catalyst types from USPTO. Task: Predict which catalyst facilitates the given reaction. (1) Reactant: CO[N:3]=[C:4]([C:13]1[CH:18]=[CH:17][C:16]([Cl:19])=[CH:15][CH:14]=1)[CH:5]([NH2:12])[CH2:6][CH:7]1[CH2:11][CH2:10][CH2:9][CH2:8]1.[Li]. Product: [Cl:19][C:16]1[CH:15]=[CH:14][C:13]([CH:4]([NH2:3])[CH:5]([NH2:12])[CH2:6][CH:7]2[CH2:8][CH2:9][CH2:10][CH2:11]2)=[CH:18][CH:17]=1. The catalyst class is: 27. (2) Reactant: [CH3:1][O:2][CH:3]([O:6][CH3:7])[CH2:4][NH2:5].[O-]S([O-])(=O)=O.[Mg+2].[CH:14](=O)[C:15]1[CH:24]=[CH:23][C:20]([O:21][CH3:22])=[C:17]([O:18][CH3:19])[CH:16]=1. Product: [CH3:19][O:18][C:17]1[CH:16]=[C:15]([CH:24]=[CH:23][C:20]=1[O:21][CH3:22])[CH:14]=[N:5][CH2:4][CH:3]([O:6][CH3:7])[O:2][CH3:1]. The catalyst class is: 22. (3) Reactant: [Si]([O:8][CH2:9][C@@H:10]([N:15]1[C:24]2[C:19](=[CH:20][C:21]([NH:29][CH2:30][C:31]3[C:36]([F:37])=[CH:35][C:34]([F:38])=[CH:33][C:32]=3[F:39])=[C:22]([C:25]([F:28])([F:27])[F:26])[CH:23]=2)[C:18](=[O:40])[C:17]([C:41]([O:43]CC)=[O:42])=[CH:16]1)[C:11]([CH3:14])([CH3:13])[CH3:12])(C(C)(C)C)(C)C.O(C)[Na].O. Product: [OH:8][CH2:9][C@@H:10]([N:15]1[C:24]2[C:19](=[CH:20][C:21]([NH:29][CH2:30][C:31]3[C:32]([F:39])=[CH:33][C:34]([F:38])=[CH:35][C:36]=3[F:37])=[C:22]([C:25]([F:27])([F:26])[F:28])[CH:23]=2)[C:18](=[O:40])[C:17]([C:41]([OH:43])=[O:42])=[CH:16]1)[C:11]([CH3:12])([CH3:13])[CH3:14]. The catalyst class is: 5. (4) Reactant: [C:1]([O:5][C@@H:6]([C:11]1[C:12]([CH3:31])=[N:13][C:14]2[N:15]([N:18]=[C:19]([C:21]3[CH:30]=[CH:29][C:28]4[CH2:27][CH2:26][CH2:25][CH2:24][C:23]=4[CH:22]=3)[CH:20]=2)[C:16]=1Cl)[C:7]([O:9][CH3:10])=[O:8])([CH3:4])([CH3:3])[CH3:2].[F:32][C:33]1[CH:34]=[C:35](B2OC(C)(C)C(C)(C)O2)[C:36]([CH3:43])=[C:37]2[C:42]=1[O:41][CH2:40][CH2:39][CH2:38]2.C([O-])([O-])=O.[Na+].[Na+]. Product: [C:1]([O:5][C@@H:6]([C:11]1[C:12]([CH3:31])=[N:13][C:14]2[N:15]([N:18]=[C:19]([C:21]3[CH:30]=[CH:29][C:28]4[CH2:27][CH2:26][CH2:25][CH2:24][C:23]=4[CH:22]=3)[CH:20]=2)[C:16]=1[C:35]1[C:36]([CH3:43])=[C:37]2[C:42](=[C:33]([F:32])[CH:34]=1)[O:41][CH2:40][CH2:39][CH2:38]2)[C:7]([O:9][CH3:10])=[O:8])([CH3:4])([CH3:3])[CH3:2]. The catalyst class is: 3. (5) Reactant: C(OC([N:8]1[C:13]2[CH:14]=[C:15]([Cl:20])[C:16]([O:18][CH3:19])=[CH:17][C:12]=2[O:11][CH:10]([C:21]([N:23]2[CH2:28][CH2:27][C:26]([C:37]([O:39][CH2:40][CH3:41])=[O:38])([CH2:29][C:30]3[CH:35]=[CH:34][C:33]([F:36])=[CH:32][CH:31]=3)[CH2:25][CH2:24]2)=[O:22])[CH2:9]1)=O)(C)(C)C.FC(F)(F)C(O)=O. Product: [CH2:40]([O:39][C:37]([C:26]1([CH2:29][C:30]2[CH:31]=[CH:32][C:33]([F:36])=[CH:34][CH:35]=2)[CH2:27][CH2:28][N:23]([C:21]([CH:10]2[CH2:9][NH:8][C:13]3[CH:14]=[C:15]([Cl:20])[C:16]([O:18][CH3:19])=[CH:17][C:12]=3[O:11]2)=[O:22])[CH2:24][CH2:25]1)=[O:38])[CH3:41]. The catalyst class is: 2. (6) Reactant: [CH3:1][O:2][C:3]1[CH:15]=[CH:14][C:6]([CH2:7][NH:8][C:9]2[CH:13]=[CH:12][O:11][N:10]=2)=[CH:5][CH:4]=1.[Li+].C[Si]([N-][Si](C)(C)C)(C)C.[Br:26][C:27]1[C:32]([F:33])=[CH:31][C:30]([N:34]2[C:43]3[C:38](=[CH:39][C:40]([S:44](OC4C(F)=C(F)C(F)=C(F)C=4F)(=[O:46])=[O:45])=[CH:41][CH:42]=3)[CH:37]=[CH:36][C:35]2=[O:59])=[C:29]([OH:60])[CH:28]=1.[Cl-].[NH4+]. Product: [Br:26][C:27]1[C:32]([F:33])=[CH:31][C:30]([N:34]2[C:43]3[C:38](=[CH:39][C:40]([S:44]([N:8]([C:9]4[CH:13]=[CH:12][O:11][N:10]=4)[CH2:7][C:6]4[CH:5]=[CH:4][C:3]([O:2][CH3:1])=[CH:15][CH:14]=4)(=[O:45])=[O:46])=[CH:41][CH:42]=3)[CH:37]=[CH:36][C:35]2=[O:59])=[C:29]([OH:60])[CH:28]=1. The catalyst class is: 20.